Dataset: Full USPTO retrosynthesis dataset with 1.9M reactions from patents (1976-2016). Task: Predict the reactants needed to synthesize the given product. (1) Given the product [N+:17]([C:3]1[CH:4]=[C:5]([NH:8][C:9](=[O:16])[C:10]2[CH:15]=[CH:14][CH:13]=[CH:12][CH:11]=2)[CH:6]=[CH:7][C:2]=1[O:22][CH3:21])([O-:19])=[O:18], predict the reactants needed to synthesize it. The reactants are: F[C:2]1[CH:7]=[CH:6][C:5]([NH:8][C:9](=[O:16])[C:10]2[CH:15]=[CH:14][CH:13]=[CH:12][CH:11]=2)=[CH:4][C:3]=1[N+:17]([O-:19])=[O:18].[Na].[CH3:21][OH:22]. (2) Given the product [Cl:1][C:2]1[C:7]([CH3:8])=[C:6]([NH:20][CH2:19][C:18]2[CH:21]=[CH:22][C:15]([O:14][CH3:13])=[CH:16][CH:17]=2)[N:5]2[N:10]=[CH:11][CH:12]=[C:4]2[N:3]=1, predict the reactants needed to synthesize it. The reactants are: [Cl:1][C:2]1[C:7]([CH3:8])=[C:6](Cl)[N:5]2[N:10]=[CH:11][CH:12]=[C:4]2[N:3]=1.[CH3:13][O:14][C:15]1[CH:22]=[CH:21][C:18]([CH2:19][NH2:20])=[CH:17][CH:16]=1.C(N(CC)CC)C. (3) Given the product [C:25]([O:24][C:22]([CH2:21][O:16][CH2:15][CH:14]([NH:13][C:12]1[CH:11]=[CH:10][C:4]([C:5]([O:7][CH2:8][CH3:9])=[O:6])=[CH:3][C:2]=1[Cl:1])[CH3:17])=[O:23])([CH3:28])([CH3:27])[CH3:26], predict the reactants needed to synthesize it. The reactants are: [Cl:1][C:2]1[CH:3]=[C:4]([CH:10]=[CH:11][C:12]=1[NH:13][CH:14]([CH3:17])[CH2:15][OH:16])[C:5]([O:7][CH2:8][CH3:9])=[O:6].[H-].[Na+].Br[CH2:21][C:22]([O:24][C:25]([CH3:28])([CH3:27])[CH3:26])=[O:23].O.